This data is from Catalyst prediction with 721,799 reactions and 888 catalyst types from USPTO. The task is: Predict which catalyst facilitates the given reaction. Reactant: [O:1]=[C:2]1[C:11]2=[N:12][N:13]([C:31]3[CH:36]=[CH:35][CH:34]=[CH:33][CH:32]=3)[C:14]([CH2:15][C:16]([N:18]3[CH2:23][CH2:22][N:21](C(OC(C)(C)C)=O)[CH2:20][CH2:19]3)=[O:17])=[C:10]2[C:9]2[CH:8]=[CH:7][CH:6]=[CH:5][C:4]=2[NH:3]1.Cl. Product: [O:17]=[C:16]([N:18]1[CH2:23][CH2:22][NH:21][CH2:20][CH2:19]1)[CH2:15][C:14]1[N:13]([C:31]2[CH:36]=[CH:35][CH:34]=[CH:33][CH:32]=2)[N:12]=[C:11]2[C:10]=1[C:9]1[CH:8]=[CH:7][CH:6]=[CH:5][C:4]=1[NH:3][C:2]2=[O:1]. The catalyst class is: 8.